Dataset: Catalyst prediction with 721,799 reactions and 888 catalyst types from USPTO. Task: Predict which catalyst facilitates the given reaction. (1) Reactant: Cl[C:2]1[N:7]=[C:6]([O:8][CH3:9])[C:5]([F:10])=[CH:4][N:3]=1.[CH3:11][C:12]1[CH:13]=[C:14]([CH:16]=[C:17]([B:19]2[O:23][C:22]([CH3:25])([CH3:24])[C:21]([CH3:27])([CH3:26])[O:20]2)[CH:18]=1)[NH2:15].CS(O)(=O)=O. Product: [F:10][C:5]1[C:6]([O:8][CH3:9])=[N:7][C:2]([NH:15][C:14]2[CH:16]=[C:17]([B:19]3[O:23][C:22]([CH3:24])([CH3:25])[C:21]([CH3:27])([CH3:26])[O:20]3)[CH:18]=[C:12]([CH3:11])[CH:13]=2)=[N:3][CH:4]=1. The catalyst class is: 155. (2) Reactant: C[O:2][C:3](=[O:28])[CH2:4][C:5]1[CH:10]=[CH:9][C:8]([O:11][CH2:12][CH2:13][CH2:14][CH:15]2[CH2:20][CH2:19][N:18]([C:21]3[N:26]=[CH:25][C:24]([Cl:27])=[CH:23][N:22]=3)[CH2:17][CH2:16]2)=[CH:7][CH:6]=1.O[Li].O.C1COCC1. Product: [Cl:27][C:24]1[CH:23]=[N:22][C:21]([N:18]2[CH2:17][CH2:16][CH:15]([CH2:14][CH2:13][CH2:12][O:11][C:8]3[CH:7]=[CH:6][C:5]([CH2:4][C:3]([OH:28])=[O:2])=[CH:10][CH:9]=3)[CH2:20][CH2:19]2)=[N:26][CH:25]=1. The catalyst class is: 6. (3) Reactant: [CH2:1]([O:8][C:9]1[CH:14]=[CH:13][C:12]([CH2:15][C:16](Cl)=[N:17][OH:18])=[CH:11][CH:10]=1)[C:2]1[CH:7]=[CH:6][CH:5]=[CH:4][CH:3]=1.O1CCCC1.[C:25]([C:27]1[C:28]([NH2:33])=[N:29][CH:30]=[CH:31][CH:32]=1)#[CH:26].C(N(CC)CC)C. Product: [CH2:1]([O:8][C:9]1[CH:14]=[CH:13][C:12]([CH2:15][C:16]2[CH:26]=[C:25]([C:27]3[C:28]([NH2:33])=[N:29][CH:30]=[CH:31][CH:32]=3)[O:18][N:17]=2)=[CH:11][CH:10]=1)[C:2]1[CH:7]=[CH:6][CH:5]=[CH:4][CH:3]=1. The catalyst class is: 6. (4) Reactant: [CH2:1]([C:3]1[N:7]([C:8]2[N:16]=[C:15]3[C:11]([N:12]=[C:13]([CH:18]=O)[N:14]3[CH3:17])=[C:10]([N:20]3[CH2:25][CH2:24][O:23][CH2:22][CH2:21]3)[N:9]=2)[C:6]2[CH:26]=[CH:27][CH:28]=[CH:29][C:5]=2[N:4]=1)[CH3:2].Cl.[CH3:31][N:32]([CH3:39])[C:33]([CH:35]1[CH2:38][NH:37][CH2:36]1)=[O:34].C(O[BH-](OC(=O)C)OC(=O)C)(=O)C.[Na+]. Product: [CH2:1]([C:3]1[N:7]([C:8]2[N:16]=[C:15]3[C:11]([N:12]=[C:13]([CH2:18][N:37]4[CH2:38][CH:35]([C:33]([N:32]([CH3:39])[CH3:31])=[O:34])[CH2:36]4)[N:14]3[CH3:17])=[C:10]([N:20]3[CH2:21][CH2:22][O:23][CH2:24][CH2:25]3)[N:9]=2)[C:6]2[CH:26]=[CH:27][CH:28]=[CH:29][C:5]=2[N:4]=1)[CH3:2]. The catalyst class is: 26.